This data is from Forward reaction prediction with 1.9M reactions from USPTO patents (1976-2016). The task is: Predict the product of the given reaction. (1) The product is: [CH2:1]([O:3][C:4](=[O:23])[CH2:5][N:6]1[C:14]2[C:9](=[CH:10][C:11]([OH:15])=[CH:12][CH:13]=2)[CH:8]=[CH:7]1)[CH3:2]. Given the reactants [CH2:1]([O:3][C:4](=[O:23])[CH2:5][N:6]1[C:14]2[C:9](=[CH:10][C:11]([O:15]CC3C=CC=CC=3)=[CH:12][CH:13]=2)[CH:8]=[CH:7]1)[CH3:2].C(O)(=O)C.[H][H], predict the reaction product. (2) Given the reactants [NH2:1][CH2:2][C@@H:3]([OH:5])[CH3:4].[C:6]([N:10]=[C:11]=[S:12])([CH3:9])([CH3:8])[CH3:7], predict the reaction product. The product is: [OH:5][C@@H:3]([CH3:4])[CH2:2][NH:1][C:11]([NH:10][C:6]([CH3:9])([CH3:8])[CH3:7])=[S:12]. (3) Given the reactants [CH2:1]([N:5]1[C:14]2[CH:13]=[CH:12][CH:11]=[C:10]3[C:15]([CH3:19])([CH3:18])[CH2:16][CH2:17][N:8]([C:9]=23)[C:7](=[O:20])[C:6]1=[O:21])/[CH:2]=[CH:3]/[CH3:4].C[N+]1([O-])CC[O:26]CC1.C(OO)(C)(C)C.OS([O-])(=O)=O.[Na+].[OH2:42], predict the reaction product. The product is: [OH:42][CH:2]([CH:3]([OH:26])[CH3:4])[CH2:1][N:5]1[C:14]2[CH:13]=[CH:12][CH:11]=[C:10]3[C:15]([CH3:18])([CH3:19])[CH2:16][CH2:17][N:8]([C:9]=23)[C:7](=[O:20])[C:6]1=[O:21]. (4) Given the reactants [Cl:1][C:2]1[CH:7]=[CH:6][CH:5]=[C:4]([Cl:8])[C:3]=1[CH2:9][CH2:10][C:11](O)=[O:12].C(N(CC)CC)C.C(OC(Cl)=O)(C)C.C1(C)C=CC=CC=1.[BH4-].[Na+], predict the reaction product. The product is: [Cl:1][C:2]1[CH:7]=[CH:6][CH:5]=[C:4]([Cl:8])[C:3]=1[CH2:9][CH2:10][CH2:11][OH:12]. (5) The product is: [OH:2][CH:1]([C@@H:3]1[CH2:8][C@H:7]([N:9]([C:14]([C:16]2[N:20]([CH2:21][CH2:22][CH2:23][CH2:24][O:25][CH3:26])[C:19]3[CH:27]=[CH:28][CH:29]=[CH:30][C:18]=3[N:17]=2)=[O:15])[CH2:10][CH:11]([CH3:12])[CH3:13])[CH2:6][N:5]([C:31]([O:33][C:34]([CH3:35])([CH3:37])[CH3:36])=[O:32])[CH2:4]1)[CH3:40]. Given the reactants [CH:1]([C@@H:3]1[CH2:8][C@H:7]([N:9]([C:14]([C:16]2[N:20]([CH2:21][CH2:22][CH2:23][CH2:24][O:25][CH3:26])[C:19]3[CH:27]=[CH:28][CH:29]=[CH:30][C:18]=3[N:17]=2)=[O:15])[CH2:10][CH:11]([CH3:13])[CH3:12])[CH2:6][N:5]([C:31]([O:33][C:34]([CH3:37])([CH3:36])[CH3:35])=[O:32])[CH2:4]1)=[O:2].[Cl-].[NH4+].[CH2:40]1COCC1, predict the reaction product.